This data is from Reaction yield outcomes from USPTO patents with 853,638 reactions. The task is: Predict the reaction yield, written as a fraction of the theoretical maximum amount of product (1.0 means a 100% yield; for example, 0.34 means a 34% yield). (1) The reactants are C([O:4][CH2:5][C:6]1[C:7]([N:28]2[N:37]=[CH:36][C:35]3[C:30](=[C:31]([F:42])[CH:32]=[C:33]([C:38]([CH3:41])([CH3:40])[CH3:39])[CH:34]=3)[C:29]2=[O:43])=[N:8][CH:9]=[CH:10][C:11]=1[C:12]1[N:13]=[C:14]([NH:20][C:21]2[CH:22]=[N:23][N:24]([CH2:26][CH3:27])[CH:25]=2)[C:15](=[O:19])[N:16]([CH3:18])[CH:17]=1)(=O)C.[OH-].[Li+]. The yield is 0.390. The product is [C:38]([C:33]1[CH:34]=[C:35]2[C:30](=[C:31]([F:42])[CH:32]=1)[C:29](=[O:43])[N:28]([C:7]1[C:6]([CH2:5][OH:4])=[C:11]([C:12]3[N:13]=[C:14]([NH:20][C:21]4[CH:22]=[N:23][N:24]([CH2:26][CH3:27])[CH:25]=4)[C:15](=[O:19])[N:16]([CH3:18])[CH:17]=3)[CH:10]=[CH:9][N:8]=1)[N:37]=[CH:36]2)([CH3:41])([CH3:39])[CH3:40]. The catalyst is C(O)(C)C.C1COCC1.O. (2) The reactants are [Br:1][C:2]1[CH:3]=[C:4]2[C:9](=[CH:10][CH:11]=1)[N:8]=[CH:7][N:6]=[C:5]2Cl.[CH2:13]([O:15][C:16](=[O:32])[C:17]1[CH:22]=[C:21](B2OC(C)(C)C(C)(C)O2)[CH:20]=[N:19][CH:18]=1)[CH3:14].B(O)O.[O-]P([O-])([O-])=O.[K+].[K+].[K+]. The catalyst is Cl[Pd](Cl)([P](C1C=CC=CC=1)(C1C=CC=CC=1)C1C=CC=CC=1)[P](C1C=CC=CC=1)(C1C=CC=CC=1)C1C=CC=CC=1.C(#N)C. The product is [CH2:13]([O:15][C:16](=[O:32])[C:17]1[CH:22]=[C:21]([C:5]2[C:4]3[C:9](=[CH:10][CH:11]=[C:2]([Br:1])[CH:3]=3)[N:8]=[CH:7][N:6]=2)[CH:20]=[N:19][CH:18]=1)[CH3:14]. The yield is 0.600. (3) The reactants are I[C:2]1[CH:7]=[CH:6][C:5]([O:8][C:9]([F:12])([F:11])[F:10])=[CH:4][CH:3]=1.[Br:13][C:14]1[CH:19]=[CH:18][C:17]([C:20]2[N:24]=[CH:23][NH:22][N:21]=2)=[CH:16][CH:15]=1.C(=O)([O-])[O-].[Cs+].[Cs+].OC1C=CC=C2C=1N=CC=C2. The catalyst is CN(C)C=O.O.[Cu]I. The product is [Br:13][C:14]1[CH:15]=[CH:16][C:17]([C:20]2[N:24]=[CH:23][N:22]([C:2]3[CH:7]=[CH:6][C:5]([O:8][C:9]([F:12])([F:11])[F:10])=[CH:4][CH:3]=3)[N:21]=2)=[CH:18][CH:19]=1. The yield is 0.500. (4) The reactants are C([O:8][C:9]([C@H:11]1[CH2:15][CH2:14][CH2:13][N:12]1[C:16](=[O:40])/[C:17](/[CH3:39])=[CH:18]/[CH:19]=[C:20](\[CH3:38])/[C:21]([N:23]1[CH2:27][CH2:26][CH2:25][C@@H:24]1[C:28]([O:30]CC1C=CC=CC=1)=[O:29])=[O:22])=[O:10])C1C=CC=CC=1.[H][H]. The catalyst is O1CCOCC1.[Pt](=O)=O. The product is [C:28]([C@H:24]1[CH2:25][CH2:26][CH2:27][N:23]1[C:21](=[O:22])[CH:20]([CH3:38])[CH2:19][CH2:18][CH:17]([CH3:39])[C:16]([N:12]1[CH2:13][CH2:14][CH2:15][C@@H:11]1[C:9]([OH:10])=[O:8])=[O:40])([OH:30])=[O:29]. The yield is 1.00. (5) The reactants are Cl[C:2]1[N:7]=[C:6]([N:8]2[CH2:13][CH2:12][O:11][CH2:10][CH2:9]2)[N:5]=[C:4]([N:14]2[C:18]3[CH:19]=[CH:20][CH:21]=[C:22]([O:23][CH3:24])[C:17]=3[N:16]=[C:15]2[CH:25]([F:27])[F:26])[N:3]=1.CC1(C)C(C)(C)OB([C:36]2[CH2:37][CH2:38][N:39]([C:42]([O:44][C:45]([CH3:48])([CH3:47])[CH3:46])=[O:43])[CH2:40][CH:41]=2)O1.C([O-])([O-])=O.[Na+].[Na+].C(Cl)Cl.CCOC(C)=O. The catalyst is O1CCOCC1.C1C=CC(P(C2C=CC=CC=2)[C-]2C=CC=C2)=CC=1.C1C=CC(P(C2C=CC=CC=2)[C-]2C=CC=C2)=CC=1.Cl[Pd]Cl.[Fe+2]. The product is [F:26][CH:25]([F:27])[C:15]1[N:14]([C:4]2[N:5]=[C:6]([N:8]3[CH2:13][CH2:12][O:11][CH2:10][CH2:9]3)[N:7]=[C:2]([C:36]3[CH2:41][CH2:40][N:39]([C:42]([O:44][C:45]([CH3:48])([CH3:47])[CH3:46])=[O:43])[CH2:38][CH:37]=3)[N:3]=2)[C:18]2[CH:19]=[CH:20][CH:21]=[C:22]([O:23][CH3:24])[C:17]=2[N:16]=1. The yield is 0.940. (6) The reactants are [CH3:1][O:2][C:3]([C:5]1[CH:10]=[CH:9][C:8]([C:11]2[C:12]([CH3:49])([CH3:48])[CH:13]3[C:26]([CH3:29])([CH2:27][CH:28]=2)[CH:25]2[C:16]([CH3:47])([C:17]4([CH3:46])[CH:22]([CH2:23][CH2:24]2)[CH:21]2[CH:30]([C:33]([CH3:35])=[CH2:34])[CH2:31][CH2:32][C:20]2([C:36]([O:38][Si:39]([C:42]([CH3:45])([CH3:44])[CH3:43])([CH3:41])[CH3:40])=[O:37])[CH2:19][CH2:18]4)[CH2:15][CH2:14]3)=[CH:7][CH:6]=1)=[O:4]. The catalyst is [Pd]. The product is [CH3:1][O:2][C:3]([C:5]1[CH:6]=[CH:7][C:8]([C:11]2[C:12]([CH3:48])([CH3:49])[C@H:13]3[C@:26]([CH3:29])([CH2:27][CH:28]=2)[C@@H:25]2[C@:16]([CH3:47])([C@@:17]4([CH3:46])[C:22](=[CH:23][CH2:24]2)[C@H:21]2[C@:20]([C:36]([O:38][Si:39]([C:42]([CH3:44])([CH3:43])[CH3:45])([CH3:41])[CH3:40])=[O:37])([CH2:32][CH2:31][C:33]([CH3:34])([CH3:35])[CH2:30]2)[CH2:19][CH2:18]4)[CH2:15][CH2:14]3)=[CH:9][CH:10]=1)=[O:4]. The yield is 0.540. (7) The reactants are [OH:1][C:2]1[CH:3]=[C:4]([C:18]([OH:20])=[O:19])[C:5]2[O:9][C:8]([C:10]3[CH:15]=[CH:14][C:13]([OH:16])=[CH:12][CH:11]=3)=[CH:7][C:6]=2[CH:17]=1.Cl.[CH3:22]O. No catalyst specified. The product is [CH3:22][O:19][C:18]([C:4]1[C:5]2[O:9][C:8]([C:10]3[CH:15]=[CH:14][C:13]([OH:16])=[CH:12][CH:11]=3)=[CH:7][C:6]=2[CH:17]=[C:2]([OH:1])[CH:3]=1)=[O:20]. The yield is 0.470.